Dataset: Full USPTO retrosynthesis dataset with 1.9M reactions from patents (1976-2016). Task: Predict the reactants needed to synthesize the given product. (1) The reactants are: O.[NH2:2][NH2:3].[CH3:4][O:5][C:6]1[CH:15]=[C:14]2[C:9]([C:10]([CH2:16][C:17]([C:19]3[CH:24]=[CH:23][CH:22]=[CH:21][N:20]=3)=O)=[CH:11][CH:12]=[N:13]2)=[CH:8][CH:7]=1.Cl. Given the product [CH3:4][O:5][C:6]1[CH:15]=[C:14]2[C:9]([C:10]([CH2:16][C:17](=[N:2][NH2:3])[C:19]3[CH:24]=[CH:23][CH:22]=[CH:21][N:20]=3)=[CH:11][CH:12]=[N:13]2)=[CH:8][CH:7]=1, predict the reactants needed to synthesize it. (2) Given the product [NH2:1][C:2]1[N:6]([CH:7]2[CH2:12][CH2:11][CH2:10][NH:9][CH2:8]2)[N:5]=[C:4]([C:13]2[CH:14]=[N:29][C:16]([O:19][C:20]3[CH:21]=[CH:22][CH:23]=[CH:24][CH:25]=3)=[CH:17][CH:18]=2)[C:3]=1[C:26]([NH2:28])=[O:27], predict the reactants needed to synthesize it. The reactants are: [NH2:1][C:2]1[N:6]([CH:7]2[CH2:12][CH2:11][CH2:10][NH:9][CH2:8]2)[N:5]=[C:4]([C:13]2[CH:18]=[CH:17][C:16]([O:19][C:20]3[CH:25]=[CH:24][CH:23]=[CH:22][CH:21]=3)=C[CH:14]=2)[C:3]=1[C:26]([NH2:28])=[O:27].[NH2:29]C1N(C2CCCN(C(OCC3C=CC=CC=3)=O)C2)N=C(C2C=NC(OC3C=CC=CC=3)=CC=2)C=1C#N.